The task is: Predict the reactants needed to synthesize the given product.. This data is from Full USPTO retrosynthesis dataset with 1.9M reactions from patents (1976-2016). (1) Given the product [Cl:27][C:24]1[CH:23]=[CH:22][C:21]([C:20]([C:4]2[C:3]3[C:2]([C:31]4[N:30]([CH3:29])[CH:34]=[CH:33][CH:32]=4)=[CH:10][C:9]([F:11])=[CH:8][C:7]=3[N:6]3[CH2:12][CH2:13][CH:14]([CH2:15][C:16]([OH:18])=[O:17])[C:5]=23)=[O:28])=[CH:26][CH:25]=1, predict the reactants needed to synthesize it. The reactants are: Br[C:2]1[C:3]2[C:4]([C:20](=[O:28])[C:21]3[CH:26]=[CH:25][C:24]([Cl:27])=[CH:23][CH:22]=3)=[C:5]3[CH:14]([CH2:15][C:16]([O:18]C)=[O:17])[CH2:13][CH2:12][N:6]3[C:7]=2[CH:8]=[C:9]([F:11])[CH:10]=1.[CH3:29][N:30]1[CH:34]=[CH:33][CH:32]=[C:31]1[Sn](CCCC)(CCCC)CCCC. (2) Given the product [C:1]1([CH:11]2[CH2:16][C:17](=[O:18])[O:14][C:13](=[O:15])[CH2:12]2)[C:10]2[C:5](=[CH:6][CH:7]=[CH:8][CH:9]=2)[CH:4]=[CH:3][CH:2]=1, predict the reactants needed to synthesize it. The reactants are: [C:1]1([CH:11]([CH2:16][C:17](O)=[O:18])[CH2:12][C:13]([OH:15])=[O:14])[C:10]2[C:5](=[CH:6][CH:7]=[CH:8][CH:9]=2)[CH:4]=[CH:3][CH:2]=1.